This data is from Catalyst prediction with 721,799 reactions and 888 catalyst types from USPTO. The task is: Predict which catalyst facilitates the given reaction. Reactant: [Cl:1][C:2]1[CH:19]=[CH:18][C:17]([C@H:20]2[C@H:25]([OH:26])[C@@H:24]([OH:27])[C@H:23]([OH:28])[C@@H:22]([CH2:29][OH:30])[O:21]2)=[CH:16][C:3]=1[CH2:4][C:5]1[CH:6]=[C:7]2[C:12](=[CH:13][CH:14]=1)[O:11][CH2:10][CH2:9][C:8]2=[O:15].[BH4-].[Na+]. Product: [Cl:1][C:2]1[CH:19]=[CH:18][C:17]([C@H:20]2[C@H:25]([OH:26])[C@@H:24]([OH:27])[C@H:23]([OH:28])[C@@H:22]([CH2:29][OH:30])[O:21]2)=[CH:16][C:3]=1[CH2:4][C:5]1[CH:6]=[C:7]2[C:12](=[CH:13][CH:14]=1)[O:11][CH2:10][CH2:9][CH:8]2[OH:15]. The catalyst class is: 5.